Dataset: Forward reaction prediction with 1.9M reactions from USPTO patents (1976-2016). Task: Predict the product of the given reaction. (1) Given the reactants Br[C:2]1[CH:3]=[C:4]([NH:13][CH2:14][C:15]2[C:20]([CH3:21])=[CH:19][CH:18]=[CH:17][C:16]=2[CH3:22])[C:5]2[N:6]([C:8]([CH3:12])=[C:9]([CH3:11])[N:10]=2)[CH:7]=1.[NH:23]1[CH:27]=[C:26]([C:28]([O:30][CH2:31][CH3:32])=[O:29])[CH:25]=[N:24]1.N[C@@H]1CCCC[C@H]1N.P([O-])([O-])([O-])=O.[K+].[K+].[K+], predict the reaction product. The product is: [CH3:22][C:16]1[CH:17]=[CH:18][CH:19]=[C:20]([CH3:21])[C:15]=1[CH2:14][NH:13][C:4]1[C:5]2[N:6]([C:8]([CH3:12])=[C:9]([CH3:11])[N:10]=2)[CH:7]=[C:2]([N:23]2[CH:27]=[C:26]([C:28]([O:30][CH2:31][CH3:32])=[O:29])[CH:25]=[N:24]2)[CH:3]=1. (2) Given the reactants [CH3:1][N:2](C=O)C.Br[C:7]1[CH:8]=[C:9]2[C:35](=[CH:36][CH:37]=1)[O:34][C:12]1([CH2:17][CH2:16][N:15]([C:18]([C:20]3[CH:29]=[C:28]([O:30][CH3:31])[C:27]4[C:22](=[C:23]([O:32][CH3:33])[CH:24]=[CH:25][CH:26]=4)[N:21]=3)=[O:19])[CH2:14][CH2:13]1)[CH2:11][C:10]2=[O:38], predict the reaction product. The product is: [CH3:31][O:30][C:28]1[C:27]2[C:22](=[C:23]([O:32][CH3:33])[CH:24]=[CH:25][CH:26]=2)[N:21]=[C:20]([C:18]([N:15]2[CH2:14][CH2:13][C:12]3([CH2:11][C:10](=[O:38])[C:9]4[C:35](=[CH:36][CH:37]=[C:7]([C:1]#[N:2])[CH:8]=4)[O:34]3)[CH2:17][CH2:16]2)=[O:19])[CH:29]=1. (3) Given the reactants [CH3:1][N:2]1[C:10]2[C:5](=[CH:6][CH:7]=[CH:8][CH:9]=2)[C:4]2([CH2:13][CH2:12][CH2:11]2)[C:3]1=[O:14].[N+:15]([O-])([OH:17])=[O:16], predict the reaction product. The product is: [CH3:1][N:2]1[C:10]2[C:5](=[CH:6][C:7]([N+:15]([O-:17])=[O:16])=[CH:8][CH:9]=2)[C:4]2([CH2:13][CH2:12][CH2:11]2)[C:3]1=[O:14]. (4) The product is: [CH3:27][C:28]1[C:32]([C:2]2[CH:3]=[C:4]3[C:9](=[CH:10][CH:11]=2)[NH:8][C:7](=[O:12])[N:6]([CH2:13][CH:14]2[CH2:19][CH2:18][N:17]([CH3:20])[CH2:16][CH2:15]2)[CH:5]3[C:21]2[CH:26]=[CH:25][CH:24]=[CH:23][CH:22]=2)=[C:31]([CH3:36])[O:30][N:29]=1. Given the reactants Br[C:2]1[CH:3]=[C:4]2[C:9](=[CH:10][CH:11]=1)[NH:8][C:7](=[O:12])[N:6]([CH2:13][CH:14]1[CH2:19][CH2:18][N:17]([CH3:20])[CH2:16][CH2:15]1)[CH:5]2[C:21]1[CH:26]=[CH:25][CH:24]=[CH:23][CH:22]=1.[CH3:27][C:28]1[C:32](B(O)O)=[C:31]([CH3:36])[O:30][N:29]=1.C([O-])([O-])=O.[Na+].[Na+].CO, predict the reaction product. (5) The product is: [CH3:6][C:4]([NH:7][C:8]([C:10]1[C:11]([O:20][CH2:23][C:24]2[CH:25]=[CH:26][C:27]([C:30]([F:31])([F:32])[F:33])=[CH:28][CH:29]=2)=[C:12]2[C:16](=[C:17]([CH3:19])[CH:18]=1)[CH2:15][CH2:14][CH2:13]2)=[O:9])([CH3:5])[C:3]([OH:2])=[O:21]. Given the reactants C[O:2][C:3](=[O:21])[C:4]([NH:7][C:8]([C:10]1[C:11]([OH:20])=[C:12]2[C:16](=[C:17]([CH3:19])[CH:18]=1)[CH2:15][CH2:14][CH2:13]2)=[O:9])([CH3:6])[CH3:5].Br[CH2:23][C:24]1[CH:29]=[CH:28][C:27]([C:30]([F:33])([F:32])[F:31])=[CH:26][CH:25]=1, predict the reaction product. (6) Given the reactants [NH2:1][C:2]1[C:3]([O:8][CH3:9])=[N:4][CH:5]=[CH:6][CH:7]=1.[N-:10]([C:13]#[N:14])[C:11]#[N:12].[Na+], predict the reaction product. The product is: [C:11]([N:10]=[C:13]([NH2:14])[NH:1][C:2]1[C:3]([O:8][CH3:9])=[N:4][CH:5]=[CH:6][CH:7]=1)#[N:12].